From a dataset of Catalyst prediction with 721,799 reactions and 888 catalyst types from USPTO. Predict which catalyst facilitates the given reaction. Reactant: [CH3:1][C:2]([CH3:17])([CH2:7][C:8]1[CH:13]=[CH:12][C:11]([N+:14]([O-])=O)=[CH:10][CH:9]=1)[C:3]([O:5][CH3:6])=[O:4]. Product: [NH2:14][C:11]1[CH:10]=[CH:9][C:8]([CH2:7][C:2]([CH3:17])([CH3:1])[C:3]([O:5][CH3:6])=[O:4])=[CH:13][CH:12]=1. The catalyst class is: 5.